This data is from Catalyst prediction with 721,799 reactions and 888 catalyst types from USPTO. The task is: Predict which catalyst facilitates the given reaction. (1) Reactant: Cl.NO.[Cl:4][C:5]1[CH:10]=[CH:9][C:8]([C:11](=[O:22])[C:12](=[CH:18][N:19](C)C)[C:13]([CH:15]2[CH2:17][CH2:16]2)=[O:14])=[C:7]([N:23]([CH2:28][CH3:29])[S:24]([CH3:27])(=[O:26])=[O:25])[CH:6]=1. Product: [Cl:4][C:5]1[CH:10]=[CH:9][C:8]([C:11]([C:12]2[CH:18]=[N:19][O:14][C:13]=2[CH:15]2[CH2:17][CH2:16]2)=[O:22])=[C:7]([N:23]([CH2:28][CH3:29])[S:24]([CH3:27])(=[O:26])=[O:25])[CH:6]=1. The catalyst class is: 8. (2) Reactant: Cl[CH2:2][CH2:3][O:4][C:5]1[C:17]2[C:16]3[C:11]4=[C:12]([O:18][CH2:19][CH:20]([C:21]5[CH:26]=[CH:25][CH:24]=[CH:23][CH:22]=5)[N:10]4[C:9]=2[CH:8]=[CH:7][CH:6]=1)[CH:13]=[CH:14][CH:15]=3.[I-].[Na+].C(=O)([O-])[O-].[K+].[K+].[CH2:35]([CH2:37][NH2:38])[OH:36]. Product: [C:21]1([CH:20]2[N:10]3[C:11]4[C:16]([C:17]5[C:5]([O:4][CH2:3][CH2:2][NH:38][CH2:37][CH2:35][OH:36])=[CH:6][CH:7]=[CH:8][C:9]=53)=[CH:15][CH:14]=[CH:13][C:12]=4[O:18][CH2:19]2)[CH:26]=[CH:25][CH:24]=[CH:23][CH:22]=1. The catalyst class is: 3. (3) Reactant: [CH3:1][O:2][C:3]([C:5]1[S:6][C:7]([CH2:10][CH2:11][CH2:12][C@H:13]2[CH2:17][CH2:16]C(=O)[C@@H:14]2[C:19]2[CH:24]=[CH:23][C:22]([CH:25]([O:31][CH2:32][C:33]3[CH:38]=[CH:37][C:36]([O:39][CH3:40])=[CH:35][CH:34]=3)[CH2:26][CH2:27][CH2:28][CH2:29][CH3:30])=[CH:21][CH:20]=2)=[CH:8][CH:9]=1)=[O:4].CCN(CC)CC.[CH:48]([Cl:51])(Cl)[Cl:49]. Product: [CH3:1][O:2][C:3]([C:5]1[S:6][C:7]([CH2:10][CH2:11][CH2:12][C@H:13]2[CH2:17][CH2:16][C:48]([Cl:51])([Cl:49])[C@@H:14]2[C:19]2[CH:20]=[CH:21][C:22]([CH:25]([O:31][CH2:32][C:33]3[CH:38]=[CH:37][C:36]([O:39][CH3:40])=[CH:35][CH:34]=3)[CH2:26][CH2:27][CH2:28][CH2:29][CH3:30])=[CH:23][CH:24]=2)=[CH:8][CH:9]=1)=[O:4]. The catalyst class is: 5. (4) Reactant: [CH3:1][O:2][C:3]([C:5]1[C:14]2[C:9](=[CH:10][C:11]([O:16][CH3:17])=[C:12]([OH:15])[CH:13]=2)[C:8](=[O:18])[N:7]([CH2:19][CH3:20])[CH:6]=1)=[O:4].C1C=CC(P(C2C=CC=CC=2)C2C=CC=CC=2)=CC=1.CCOC(/N=N/C(OCC)=O)=O.[N:52]1[C:61]2[C:56](=[CH:57][CH:58]=[CH:59][CH:60]=2)[CH:55]=[CH:54][C:53]=1[CH2:62][CH2:63][CH2:64]O. Product: [CH3:1][O:2][C:3]([C:5]1[C:14]2[C:9](=[CH:10][C:11]([O:16][CH3:17])=[C:12]([O:15][CH2:64][CH2:63][CH2:62][C:53]3[CH:54]=[CH:55][C:56]4[C:61](=[CH:60][CH:59]=[CH:58][CH:57]=4)[N:52]=3)[CH:13]=2)[C:8](=[O:18])[N:7]([CH2:19][CH3:20])[CH:6]=1)=[O:4]. The catalyst class is: 49.